From a dataset of Full USPTO retrosynthesis dataset with 1.9M reactions from patents (1976-2016). Predict the reactants needed to synthesize the given product. (1) Given the product [CH3:38][O:39][C:40](=[O:49])[CH2:41][C:42]1[CH:47]=[CH:46][CH:45]=[C:44]([NH:48][C:31](=[O:33])[CH2:30][C@H:10]2[O:11][C@H:12]([C:20]3[CH:25]=[CH:24][CH:23]=[C:22]([O:26][CH3:27])[C:21]=3[O:28][CH3:29])[C:13]3[CH:18]=[C:17]([Cl:19])[CH:16]=[CH:15][C:14]=3[N:8]([CH2:7][C:6]([CH3:35])([CH3:36])[CH2:5][O:4][C:1](=[O:3])[CH3:2])[C:9]2=[O:34])[CH:43]=1, predict the reactants needed to synthesize it. The reactants are: [C:1]([O:4][CH2:5][C:6]([CH3:36])([CH3:35])[CH2:7][N:8]1[C:14]2[CH:15]=[CH:16][C:17]([Cl:19])=[CH:18][C:13]=2[C@@H:12]([C:20]2[CH:25]=[CH:24][CH:23]=[C:22]([O:26][CH3:27])[C:21]=2[O:28][CH3:29])[O:11][C@H:10]([CH2:30][C:31]([OH:33])=O)[C:9]1=[O:34])(=[O:3])[CH3:2].Cl.[CH3:38][O:39][C:40](=[O:49])[CH2:41][C:42]1[CH:47]=[CH:46][CH:45]=[C:44]([NH2:48])[CH:43]=1. (2) Given the product [OH:39][C@@H:37]([C@H:36]1[C:35](=[O:40])[N:20]2[C:21]([C:22]([O-:24])=[O:23])=[C:17]([C:15]3[S:14][C:13]4=[C:41]([S:42][CH3:43])[N:10]([CH3:9])[CH:11]=[N+:12]4[CH:16]=3)[CH2:18][C@H:19]12)[CH3:38], predict the reactants needed to synthesize it. The reactants are: FC(F)(F)S([O-])(=O)=O.[CH3:9][N:10]1[C:41]([S:42][CH3:43])=[C:13]2[S:14][C:15]([C:17]3[CH2:18][C@@H:19]4[C@@H:36]([C@H:37]([OH:39])[CH3:38])[C:35](=[O:40])[N:20]4[C:21]=3[C:22]([O:24]CC3C=CC([N+]([O-])=O)=CC=3)=[O:23])=[CH:16][N+:12]2=[CH:11]1.P([O-])([O-])([O-])=O.[Na+].[Na+].[Na+].[H][H].